From a dataset of Reaction yield outcomes from USPTO patents with 853,638 reactions. Predict the reaction yield, written as a fraction of the theoretical maximum amount of product (1.0 means a 100% yield; for example, 0.34 means a 34% yield). (1) The reactants are [F:1][C:2]1[CH:3]=[CH:4][CH:5]=[C:6]2[C:10]=1[N:9]([CH2:11][CH:12]1[CH2:17][CH2:16][NH:15][CH2:14][CH2:13]1)[C:8](=[O:18])[C:7]12[C:22]2=[CH:23][C:24]3[O:28][CH2:27][O:26][C:25]=3[CH:29]=[C:21]2[O:20][CH2:19]1.C(N(CC)CC)C.[CH3:37][C:38]([CH3:40])=O.C(O[BH-](OC(=O)C)OC(=O)C)(=O)C.[Na+]. The catalyst is ClCCl. The product is [F:1][C:2]1[CH:3]=[CH:4][CH:5]=[C:6]2[C:10]=1[N:9]([CH2:11][CH:12]1[CH2:17][CH2:16][N:15]([CH:38]([CH3:40])[CH3:37])[CH2:14][CH2:13]1)[C:8](=[O:18])[C:7]12[C:22]2=[CH:23][C:24]3[O:28][CH2:27][O:26][C:25]=3[CH:29]=[C:21]2[O:20][CH2:19]1. The yield is 0.690. (2) The reactants are [C:1]([C:3]1[CH:4]=[C:5](B(O)O)[CH:6]=[CH:7][CH:8]=1)#[N:2].Br[C:13]1[C:14]([CH3:21])=[N:15][C:16]([O:19][CH3:20])=[CH:17][CH:18]=1.C1(C)C=CC=CC=1.C(=O)([O-])[O-].[Na+].[Na+]. The catalyst is C1(P(C2C=CC=CC=2)C2C=CC=CC=2)C=CC=CC=1.C1(P(C2C=CC=CC=2)C2C=CC=CC=2)C=CC=CC=1.C1(P(C2C=CC=CC=2)C2C=CC=CC=2)C=CC=CC=1.C1(P(C2C=CC=CC=2)C2C=CC=CC=2)C=CC=CC=1.[Pd].CO. The product is [CH3:20][O:19][C:16]1[N:15]=[C:14]([CH3:21])[C:13]([C:5]2[CH:4]=[C:3]([CH:8]=[CH:7][CH:6]=2)[C:1]#[N:2])=[CH:18][CH:17]=1. The yield is 0.610. (3) The reactants are [NH2:1][C:2]1[CH:3]=[C:4]([OH:10])[CH:5]=[CH:6][C:7]=1[O:8][CH3:9].[CH3:11][C:12](C)([O-])C.[K+].I[C:18]1[CH:19]=[CH:20][C:21]2[N:22]([CH:24]=[C:25]([NH:27][C:28](=[O:30])[CH3:29])[N:26]=2)[N:23]=1.C(=O)([O-])[O-].[K+].[K+]. The catalyst is CN(C)C=O. The product is [NH2:1][C:2]1[CH:3]=[C:4]([CH:5]=[CH:6][C:7]=1[O:8][CH3:9])[O:10][C:18]1[CH:19]=[CH:20][C:21]2[N:22]([CH:24]=[C:25]([NH:27][C:28]([CH:29]3[CH2:12][CH2:11]3)=[O:30])[N:26]=2)[N:23]=1. The yield is 0.420.